Dataset: Catalyst prediction with 721,799 reactions and 888 catalyst types from USPTO. Task: Predict which catalyst facilitates the given reaction. (1) Reactant: [NH2:1][C:2]1[C:7]([C:8]2[N:33]([C:34]3[CH:39]=[CH:38][C:37]([C:40]4([NH:44]C(=O)OC(C)(C)C)[CH2:43][CH2:42][CH2:41]4)=[CH:36][CH:35]=3)[C:11]3=[N:12][C:13]([C:16]4[CH:21]=[CH:20][CH:19]=[C:18]([N:22]5[CH2:27][CH2:26][O:25][CH:24]([C:28](=[O:32])[N:29]([CH3:31])[CH3:30])[CH2:23]5)[CH:17]=4)=[CH:14][CH:15]=[C:10]3[N:9]=2)=[CH:6][CH:5]=[CH:4][N:3]=1.[ClH:52].O1CCOCC1. Product: [ClH:52].[ClH:52].[ClH:52].[NH2:44][C:40]1([C:37]2[CH:36]=[CH:35][C:34]([N:33]3[C:11]4=[N:12][C:13]([C:16]5[CH:17]=[C:18]([N:22]6[CH2:27][CH2:26][O:25][CH:24]([C:28]([N:29]([CH3:31])[CH3:30])=[O:32])[CH2:23]6)[CH:19]=[CH:20][CH:21]=5)=[CH:14][CH:15]=[C:10]4[N:9]=[C:8]3[C:7]3[C:2]([NH2:1])=[N:3][CH:4]=[CH:5][CH:6]=3)=[CH:39][CH:38]=2)[CH2:41][CH2:42][CH2:43]1. The catalyst class is: 61. (2) Reactant: [CH2:1]([N:8]1[CH:12]=[C:11]([CH2:13][CH2:14][CH2:15][CH:16]2[O:20][CH2:19][CH2:18][O:17]2)[C:10]([OH:21])=[N:9]1)[C:2]1[CH:7]=[CH:6][CH:5]=[CH:4][CH:3]=1.[CH2:22](OS(=O)(=O)OCC)[CH3:23].C(=O)([O-])[O-].[K+].[K+].[Cl-].[NH4+]. Product: [CH2:1]([N:8]1[CH:12]=[C:11]([CH2:13][CH2:14][CH2:15][CH:16]2[O:17][CH2:18][CH2:19][O:20]2)[C:10]([O:21][CH2:22][CH3:23])=[N:9]1)[C:2]1[CH:7]=[CH:6][CH:5]=[CH:4][CH:3]=1. The catalyst class is: 9. (3) Reactant: [O:1]1[C:5]2[CH:6]=[CH:7][CH:8]=[CH:9][C:4]=2[N:3]=[C:2]1[O:10][CH2:11][C:12]([OH:14])=O.ClC(OCC)=O.[Cl:21][C:22]1[CH:23]=[C:24]([CH:32]=[CH:33][C:34]=1[Cl:35])[CH2:25][N:26]([CH3:31])[CH2:27][CH2:28][CH2:29][NH2:30]. Product: [O:1]1[C:5]2[CH:6]=[CH:7][CH:8]=[CH:9][C:4]=2[N:3]=[C:2]1[O:10][CH2:11][C:12]([NH:30][CH2:29][CH2:28][CH2:27][N:26]([CH2:25][C:24]1[CH:32]=[CH:33][C:34]([Cl:35])=[C:22]([Cl:21])[CH:23]=1)[CH3:31])=[O:14]. The catalyst class is: 22. (4) The catalyst class is: 2. Product: [F:13][C:12]([F:14])([F:15])[C:10]([O:9][CH2:8][C:4]1[CH:5]=[CH:6][CH:7]=[C:2]([NH:1][C:10](=[O:11])[C:12]([F:15])([F:14])[F:13])[CH:3]=1)=[O:11]. Reactant: [NH2:1][C:2]1[CH:3]=[C:4]([CH2:8][OH:9])[CH:5]=[CH:6][CH:7]=1.[C:10](O[C:10]([C:12]([F:15])([F:14])[F:13])=[O:11])([C:12]([F:15])([F:14])[F:13])=[O:11]. (5) The catalyst class is: 21. Product: [CH2:19]([N:4]1[C:5]([C:7]([O:9][CH2:10][CH3:11])=[O:8])=[CH:6][C:2]([CH3:1])=[N:3]1)[CH:20]([CH3:22])[CH3:21]. Reactant: [CH3:1][C:2]1[CH:6]=[C:5]([C:7]([O:9][CH2:10][CH3:11])=[O:8])[NH:4][N:3]=1.C([O-])([O-])=O.[K+].[K+].I[CH2:19][CH:20]([CH3:22])[CH3:21].